Dataset: Full USPTO retrosynthesis dataset with 1.9M reactions from patents (1976-2016). Task: Predict the reactants needed to synthesize the given product. (1) Given the product [Cl:1][C:2]1[CH:38]=[CH:37][C:5]2[NH:6][C:7]([CH:9]([NH:11][C:12](=[O:36])[C:13]3[CH:18]=[CH:17][C:16]([C:19]([N:21]4[CH2:25][CH2:24][CH2:23][CH:22]4[CH2:26][NH2:27])=[O:20])=[C:15]([Cl:35])[CH:14]=3)[CH3:10])=[N:8][C:4]=2[CH:3]=1, predict the reactants needed to synthesize it. The reactants are: [Cl:1][C:2]1[CH:38]=[CH:37][C:5]2[NH:6][C:7]([CH:9]([NH:11][C:12](=[O:36])[C:13]3[CH:18]=[CH:17][C:16]([C:19]([N:21]4[CH2:25][CH2:24][CH2:23][CH:22]4[CH2:26][NH:27]C(OC(C)(C)C)=O)=[O:20])=[C:15]([Cl:35])[CH:14]=3)[CH3:10])=[N:8][C:4]=2[CH:3]=1.FC(F)(F)C(O)=O. (2) Given the product [CH2:1]([O:3][C:4]1[CH:13]=[C:12]2[C:7]([C:8]([CH:16]([CH3:18])[CH3:17])=[CH:9][C:10]([CH3:14])([CH3:15])[O:11]2)=[CH:6][C:5]=1[C:19]([CH3:30])=[C:20]([F:29])[CH:21]=[CH:22][C:23]([CH3:28])=[CH:24][C:25]([OH:27])=[O:26])[CH3:2], predict the reactants needed to synthesize it. The reactants are: [CH2:1]([O:3][C:4]1[CH:13]=[C:12]2[C:7]([C:8]([CH:16]([CH3:18])[CH3:17])=[CH:9][C:10]([CH3:15])([CH3:14])[O:11]2)=[CH:6][C:5]=1[C:19]([CH3:30])=[C:20]([F:29])[CH:21]=[CH:22][C:23]([CH3:28])=[CH:24][C:25]([O-:27])=[O:26])[CH3:2].C1COCC1.[OH-].[Na+].